Task: Predict which catalyst facilitates the given reaction.. Dataset: Catalyst prediction with 721,799 reactions and 888 catalyst types from USPTO (1) Reactant: [Cl:1][C:2]1[CH:10]=[CH:9][CH:8]=[C:7]([N+:11]([O-:13])=[O:12])[C:3]=1[C:4]([OH:6])=[O:5].[C:14](Cl)(=O)C(Cl)=O. Product: [Cl:1][C:2]1[CH:10]=[CH:9][CH:8]=[C:7]([N+:11]([O-:13])=[O:12])[C:3]=1[C:4]([O:6][CH3:14])=[O:5]. The catalyst class is: 120. (2) Reactant: Cl[C:2]1[N:7]=[CH:6][C:5]([CH2:8][C:9]2[CH:10]=[C:11]3[C:16](=[C:17]4[N:22]([CH3:23])[CH2:21][CH:20]=[CH:19][C:18]=24)[N:15]=[CH:14][N:13]([C@H:24]2[CH2:29][CH2:28][CH2:27][CH2:26][C@@H:25]2[OH:30])[C:12]3=[O:31])=[CH:4][CH:3]=1.[CH3:32][S-:33].[Na+]. The catalyst class is: 148. Product: [OH:30][C@H:25]1[CH2:26][CH2:27][CH2:28][CH2:29][C@@H:24]1[N:13]1[C:12](=[O:31])[C:11]2[C:16](=[C:17]3[N:22]([CH3:23])[CH2:21][CH:20]=[CH:19][C:18]3=[C:9]([CH2:8][C:5]3[C:6]([S:33][CH3:32])=[N:7][CH:2]=[CH:3][CH:4]=3)[CH:10]=2)[N:15]=[CH:14]1. (3) Reactant: Cl[C:2]1[CH:7]=[C:6]([Cl:8])[CH:5]=[CH:4][N:3]=1.[C:9]1(B(O)O)[CH:14]=[CH:13][CH:12]=[CH:11][CH:10]=1.C(=O)([O-])[O-].[K+].[K+].C(COC)OC. Product: [Cl:8][C:6]1[CH:5]=[CH:4][N:3]=[C:2]([C:9]2[CH:14]=[CH:13][CH:12]=[CH:11][CH:10]=2)[CH:7]=1. The catalyst class is: 103. (4) Reactant: I[C:2]1[CH:7]=[CH:6][CH:5]=[CH:4][C:3]=1[CH2:8][C:9]([O:11][CH3:12])=[O:10].[CH2:13]([Sn](CCCC)(CCCC)CCCC)[CH:14]=[CH2:15]. Product: [CH2:15]([C:2]1[CH:7]=[CH:6][CH:5]=[CH:4][C:3]=1[CH2:8][C:9]([O:11][CH3:12])=[O:10])[CH:14]=[CH2:13]. The catalyst class is: 109. (5) Product: [O:18]1[CH:13]=[CH:12][N:11]=[C:10]1[C:7]1[S:6][C:5]([C:3]([OH:2])=[O:4])=[CH:9][CH:8]=1. Reactant: C[O:2][C:3]([C:5]1[S:6][C:7]([C:10](=[O:18])[NH:11][CH2:12][CH:13](OC)OC)=[CH:8][CH:9]=1)=[O:4].FC(F)(F)C(O)=O.CC[N+](S(N=C(OC)[O-])(=O)=O)(CC)CC. The catalyst class is: 4.